The task is: Predict the reactants needed to synthesize the given product.. This data is from Full USPTO retrosynthesis dataset with 1.9M reactions from patents (1976-2016). (1) The reactants are: Cl[CH2:2][C:3]([NH:5][C:6]1[C:11]([CH3:12])=[CH:10][CH:9]=[CH:8][C:7]=1[OH:13])=[O:4].C(=O)([O-])[O-].[K+].[K+].[I-].[Na+].O. Given the product [CH3:12][C:11]1[C:6]2[NH:5][C:3](=[O:4])[CH2:2][O:13][C:7]=2[CH:8]=[CH:9][CH:10]=1, predict the reactants needed to synthesize it. (2) Given the product [CH3:30][C@H:2]1[C:3](=[O:4])[NH:5][C:6]2[CH:7]=[N:8][CH:9]=[CH:10][C:11]=2[C:12]2[CH:17]=[CH:16][N:15]=[C:14]([CH:13]=2)[C@@H:18]([NH:22][C:23](=[O:29])[O:24][C:25]([CH3:26])([CH3:27])[CH3:28])[CH2:19][CH:20]=[CH:1]1, predict the reactants needed to synthesize it. The reactants are: [CH3:1][C@H:2]([CH:30]=C)[C:3]([NH:5][C:6]1[CH:7]=[N:8][CH:9]=[CH:10][C:11]=1[C:12]1[CH:17]=[CH:16][N:15]=[C:14]([C@@H:18]([NH:22][C:23](=[O:29])[O:24][C:25]([CH3:28])([CH3:27])[CH3:26])[CH2:19][CH:20]=C)[CH:13]=1)=[O:4].CC1C=CC(S(O)(=O)=O)=CC=1.C([O-])(O)=O.[Na+].